Dataset: NCI-60 drug combinations with 297,098 pairs across 59 cell lines. Task: Regression. Given two drug SMILES strings and cell line genomic features, predict the synergy score measuring deviation from expected non-interaction effect. (1) Drug 1: CC1C(C(CC(O1)OC2CC(CC3=C2C(=C4C(=C3O)C(=O)C5=C(C4=O)C(=CC=C5)OC)O)(C(=O)C)O)N)O.Cl. Drug 2: CC=C1C(=O)NC(C(=O)OC2CC(=O)NC(C(=O)NC(CSSCCC=C2)C(=O)N1)C(C)C)C(C)C. Cell line: OVCAR-4. Synergy scores: CSS=46.0, Synergy_ZIP=4.84, Synergy_Bliss=5.57, Synergy_Loewe=-25.7, Synergy_HSA=7.01. (2) Drug 1: CC1=CC2C(CCC3(C2CCC3(C(=O)C)OC(=O)C)C)C4(C1=CC(=O)CC4)C. Drug 2: B(C(CC(C)C)NC(=O)C(CC1=CC=CC=C1)NC(=O)C2=NC=CN=C2)(O)O. Synergy scores: CSS=-2.41, Synergy_ZIP=2.91, Synergy_Bliss=1.33, Synergy_Loewe=-3.76, Synergy_HSA=-4.09. Cell line: SNB-75. (3) Drug 1: C1=CC(=C2C(=C1NCCNCCO)C(=O)C3=C(C=CC(=C3C2=O)O)O)NCCNCCO. Drug 2: CN(C(=O)NC(C=O)C(C(C(CO)O)O)O)N=O. Cell line: RPMI-8226. Synergy scores: CSS=27.8, Synergy_ZIP=-3.66, Synergy_Bliss=-9.01, Synergy_Loewe=-18.8, Synergy_HSA=-8.07. (4) Synergy scores: CSS=39.6, Synergy_ZIP=-3.36, Synergy_Bliss=-5.74, Synergy_Loewe=-54.8, Synergy_HSA=-3.16. Cell line: HCT-15. Drug 1: CC1C(C(CC(O1)OC2CC(OC(C2O)C)OC3=CC4=CC5=C(C(=O)C(C(C5)C(C(=O)C(C(C)O)O)OC)OC6CC(C(C(O6)C)O)OC7CC(C(C(O7)C)O)OC8CC(C(C(O8)C)O)(C)O)C(=C4C(=C3C)O)O)O)O. Drug 2: COC1=NC(=NC2=C1N=CN2C3C(C(C(O3)CO)O)O)N. (5) Drug 1: CC1=C(C=C(C=C1)C(=O)NC2=CC(=CC(=C2)C(F)(F)F)N3C=C(N=C3)C)NC4=NC=CC(=N4)C5=CN=CC=C5. Drug 2: CC1CCCC2(C(O2)CC(NC(=O)CC(C(C(=O)C(C1O)C)(C)C)O)C(=CC3=CSC(=N3)C)C)C. Cell line: OVCAR-4. Synergy scores: CSS=39.4, Synergy_ZIP=3.39, Synergy_Bliss=2.06, Synergy_Loewe=-19.2, Synergy_HSA=2.80. (6) Drug 1: C1=NC2=C(N1)C(=S)N=C(N2)N. Drug 2: CN(CC1=CN=C2C(=N1)C(=NC(=N2)N)N)C3=CC=C(C=C3)C(=O)NC(CCC(=O)O)C(=O)O. Cell line: T-47D. Synergy scores: CSS=10.2, Synergy_ZIP=-0.854, Synergy_Bliss=1.64, Synergy_Loewe=-5.06, Synergy_HSA=-4.38. (7) Drug 1: C(CC(=O)O)C(=O)CN.Cl. Drug 2: C1C(C(OC1N2C=NC(=NC2=O)N)CO)O. Cell line: IGROV1. Synergy scores: CSS=-0.710, Synergy_ZIP=-1.45, Synergy_Bliss=-1.27, Synergy_Loewe=-1.81, Synergy_HSA=-1.59. (8) Drug 1: CC(CN1CC(=O)NC(=O)C1)N2CC(=O)NC(=O)C2. Drug 2: CN1C2=C(C=C(C=C2)N(CCCl)CCCl)N=C1CCCC(=O)O.Cl. Cell line: HL-60(TB). Synergy scores: CSS=66.2, Synergy_ZIP=3.97, Synergy_Bliss=4.51, Synergy_Loewe=-4.13, Synergy_HSA=4.24. (9) Drug 2: CC12CCC3C(C1CCC2O)C(CC4=C3C=CC(=C4)O)CCCCCCCCCS(=O)CCCC(C(F)(F)F)(F)F. Synergy scores: CSS=44.8, Synergy_ZIP=5.48, Synergy_Bliss=4.66, Synergy_Loewe=-20.2, Synergy_HSA=6.09. Cell line: A549. Drug 1: CC1=C2C(C(=O)C3(C(CC4C(C3C(C(C2(C)C)(CC1OC(=O)C(C(C5=CC=CC=C5)NC(=O)OC(C)(C)C)O)O)OC(=O)C6=CC=CC=C6)(CO4)OC(=O)C)OC)C)OC.